Dataset: M1 muscarinic receptor agonist screen with 61,833 compounds. Task: Binary Classification. Given a drug SMILES string, predict its activity (active/inactive) in a high-throughput screening assay against a specified biological target. (1) The molecule is S(=O)(=O)(N1CCCC1)c1ccc(NC(=O)c2c(n(nc2)CC)C)cc1. The result is 0 (inactive). (2) The drug is S1Cc2c(N=C1Nc1ccc(cc1)C)cccc2. The result is 0 (inactive). (3) The compound is O=C(Nc1c(cccc1)C)CNc1c(N2CCCCC2)cccc1. The result is 0 (inactive). (4) The drug is OC(=O)CN1CCNCC1. The result is 0 (inactive). (5) The drug is O(C(=O)N1CCN(CC1)CC(=O)c1cc2CCN(c2cc1)C(=O)C)CC. The result is 0 (inactive). (6) The compound is O(c1ccc(C2n3[nH]c(nc3=NC(C2)c2ccc(cc2)C)N)cc1)C. The result is 0 (inactive). (7) The result is 0 (inactive). The drug is s1c(C(=O)NCCN2C(CCCC2)C)cc2c1n(nc2c1c(F)cccc1)C. (8) The molecule is s1c2c(CC(OC2)(C)C)c2c1nc(oc2=O)C. The result is 0 (inactive). (9) The compound is s1c(nnc1N(C)C(=O)c1occc1)C12CC3CC(C2)CC(C1)C3. The result is 0 (inactive).